This data is from Full USPTO retrosynthesis dataset with 1.9M reactions from patents (1976-2016). The task is: Predict the reactants needed to synthesize the given product. (1) Given the product [C:23]([CH:22]([CH3:25])[CH2:21][CH2:20][C:7]1[CH:8]=[C:9]2[C:4](=[CH:5][CH:6]=1)[CH:3]=[C:2]([O:1][C:32](=[O:39])[C:33]1[CH:38]=[CH:37][CH:36]=[CH:35][CH:34]=1)[C:11]([N:12]1[CH2:16][C:15](=[O:17])[NH:14][S:13]1(=[O:19])=[O:18])=[CH:10]2)#[N:24], predict the reactants needed to synthesize it. The reactants are: [OH:1][C:2]1[CH:3]=[C:4]2[C:9](=[CH:10][C:11]=1[N:12]1[CH2:16][C:15](=[O:17])[NH:14][S:13]1(=[O:19])=[O:18])[CH:8]=[C:7]([CH2:20][CH2:21][CH:22]([CH3:25])[C:23]#[N:24])[CH:6]=[CH:5]2.CC(C)([O-])C.[K+].[C:32](Cl)(=[O:39])[C:33]1[CH:38]=[CH:37][CH:36]=[CH:35][CH:34]=1. (2) Given the product [CH2:9]([N:16]1[CH2:17][C@@H:18]([CH3:23])[N:19]([C:2]2[C:7]([Cl:8])=[N:6][CH:5]=[CH:4][N:3]=2)[C@@H:20]([CH3:22])[CH2:21]1)[C:10]1[CH:11]=[CH:12][CH:13]=[CH:14][CH:15]=1, predict the reactants needed to synthesize it. The reactants are: Cl[C:2]1[C:7]([Cl:8])=[N:6][CH:5]=[CH:4][N:3]=1.[CH2:9]([N:16]1[CH2:21][C@H:20]([CH3:22])[NH:19][C@H:18]([CH3:23])[CH2:17]1)[C:10]1[CH:15]=[CH:14][CH:13]=[CH:12][CH:11]=1.C(N(CCCC)CCCC)CCC.C1(OC2C=CC=CC=2)C=CC=CC=1.